Dataset: Forward reaction prediction with 1.9M reactions from USPTO patents (1976-2016). Task: Predict the product of the given reaction. (1) Given the reactants C1CO[C:8]23OCC[O:12][C:3]2([C@:4]2([CH2:27][CH2:26][C@H:25]4[C@@H:15]([CH2:16][C@H:17]([NH:28][C:29](=[O:31])[CH3:30])[CH:18]5[C@:23]4([CH3:24])[CH2:22][CH2:21][CH2:20][CH2:19]5)[C@@H:6]2[CH2:7]3)[CH3:5])O1.C([C@@H]1C2[C@](C)(CCC(=[O:52])C2)[C@@H]2[C@H]([C@H]3[C@@](CC2)(C)C(=O)CC3)C1)#N, predict the reaction product. The product is: [C:29]([NH:28][C@@H:17]1[CH:18]2[C@:23]([CH3:24])([CH2:22][CH2:21][C:20](=[O:52])[CH2:19]2)[C@@H:25]2[C@H:15]([C@H:6]3[C@@:4]([CH2:27][CH2:26]2)([CH3:5])[C:3](=[O:12])[CH2:8][CH2:7]3)[CH2:16]1)(=[O:31])[CH3:30]. (2) Given the reactants [BrH:1].[C:2]([C@:5](CO)([OH:26])[C@@:6](C(=O)C)([OH:22])[C@:7](C(=O)C)([OH:18])[C@@:8](C(=O)C)([OH:14])[C:9](C(=O)C)=[O:10])(=[O:4])C.[Br-].[C:30]([OH:33])(=[O:32])[CH3:31], predict the reaction product. The product is: [Br-:1].[C:30]([O-:33])(=[O:32])[CH3:31].[C:30]([O-:33])(=[O:32])[CH3:31].[C:30]([O-:33])(=[O:32])[CH3:31].[C:30]([O-:33])(=[O:32])[CH3:31].[OH:4][C@H:2]1[O:14][C@H:8]([CH2:9][OH:10])[C@@H:7]([OH:18])[C@H:6]([OH:22])[C@H:5]1[OH:26]. (3) The product is: [Cl:36][C:21]1[C:22]([NH:24][C:25]2[CH:30]=[CH:29][CH:28]=[CH:27][C:26]=2[S:31](=[O:35])(=[O:34])[NH:32][CH3:33])=[N:23][C:18]([NH:17][C:14]2[CH:15]=[CH:16][C:6]3[N:5]([CH2:4][C:3]([OH:37])=[O:2])[C:11](=[O:12])[CH2:10][CH2:9][CH2:8][C:7]=3[CH:13]=2)=[N:19][CH:20]=1. Given the reactants C[O:2][C:3](=[O:37])[CH2:4][N:5]1[C:11](=[O:12])[CH2:10][CH2:9][CH2:8][C:7]2[CH:13]=[C:14]([NH:17][C:18]3[N:23]=[C:22]([NH:24][C:25]4[CH:30]=[CH:29][CH:28]=[CH:27][C:26]=4[S:31](=[O:35])(=[O:34])[NH:32][CH3:33])[C:21]([Cl:36])=[CH:20][N:19]=3)[CH:15]=[CH:16][C:6]1=2.[OH-].[Na+].C(O)(=O)CC(CC(O)=O)(C(O)=O)O, predict the reaction product. (4) Given the reactants C([CH:3]([OH:14])[CH2:4][CH2:5][C:6]1[C:7]([Cl:13])=[N:8][C:9](Cl)=[CH:10][CH:11]=1)C.[F:15][C:16]1[CH:21]=[CH:20][C:19]([C:22]2[O:23][C:24]3[CH:34]=[C:33]([N:35]([CH3:40])[S:36]([CH3:39])(=[O:38])=[O:37])[C:32](B4OC(C)(C)C(C)(C)O4)=[CH:31][C:25]=3[C:26]=2[C:27]([NH:29][CH3:30])=[O:28])=[CH:18][CH:17]=1.CC1(C)C2C(=C(P(C3C=CC=CC=3)C3C=CC=CC=3)C=CC=2)OC2C(P(C3C=CC=CC=3)C3C=CC=CC=3)=CC=CC1=2.C1(C2C=CC=CC=2)C=CC=CC=1.C(=O)([O-])[O-].[Cs+].[Cs+], predict the reaction product. The product is: [Cl:13][C:7]1[N:8]=[C:9]([C:32]2[C:33]([N:35]([CH3:40])[S:36]([CH3:39])(=[O:38])=[O:37])=[CH:34][C:24]3[O:23][C:22]([C:19]4[CH:20]=[CH:21][C:16]([F:15])=[CH:17][CH:18]=4)=[C:26]([C:27]([NH:29][CH3:30])=[O:28])[C:25]=3[CH:31]=2)[CH:10]=[CH:11][C:6]=1[CH2:5][CH2:4][CH2:3][OH:14]. (5) Given the reactants [Cl:1][C:2]1[C:3]([N:8]2[C:12]([C:13]([O:15][CH3:16])=[O:14])=[CH:11][C:10]([CH2:17]S(C)(=O)=O)=[N:9]2)=[N:4][CH:5]=[CH:6][CH:7]=1.[F:22][C:23]([F:41])([F:40])[C:24]1[CH:25]=[C:26]([CH2:34][S:35]([NH:38][CH3:39])(=[O:37])=[O:36])[CH:27]=[C:28]([C:30]([F:33])([F:32])[F:31])[CH:29]=1.C(=O)([O-])[O-].[K+].[K+].O, predict the reaction product. The product is: [F:41][C:23]([F:22])([F:40])[C:24]1[CH:25]=[C:26]([CH:27]=[C:28]([C:30]([F:33])([F:32])[F:31])[CH:29]=1)[CH2:34][S:35]([N:38]([CH2:17][C:10]1[CH:11]=[C:12]([C:13]([O:15][CH3:16])=[O:14])[N:8]([C:3]2[C:2]([Cl:1])=[CH:7][CH:6]=[CH:5][N:4]=2)[N:9]=1)[CH3:39])(=[O:36])=[O:37]. (6) Given the reactants [CH3:1][N:2]1[CH2:26][CH2:25][C:5]2[N:6]([CH2:14][CH:15]([C:19]3[CH:24]=[CH:23][N:22]=[CH:21][CH:20]=3)[C:16]([OH:18])=[O:17])[C:7]3[CH:8]=[CH:9][C:10]([CH3:13])=[CH:11][C:12]=3[C:4]=2[CH2:3]1.[CH3:27][C:28](OC(OC(O[C:28]([CH3:30])([CH3:29])[CH3:27])=O)=O)([CH3:30])[CH3:29].C(O)(C)(C)C.C(O)(=O)CC(CC(O)=O)(C(O)=O)O, predict the reaction product. The product is: [CH3:1][N:2]1[CH2:26][CH2:25][C:5]2[N:6]([CH2:14][CH:15]([C:19]3[CH:20]=[CH:21][N:22]=[CH:23][CH:24]=3)[C:16]([O:18][C:28]([CH3:30])([CH3:29])[CH3:27])=[O:17])[C:7]3[CH:8]=[CH:9][C:10]([CH3:13])=[CH:11][C:12]=3[C:4]=2[CH2:3]1. (7) Given the reactants Cl[C:2]1[C:11]2[C:6](=[CH:7][C:8]([O:14][CH3:15])=[C:9]([O:12][CH3:13])[CH:10]=2)[N:5]=[CH:4][C:3]=1[C:16]([NH2:18])=[O:17].[CH3:19][C:20]1[C:26]([CH3:27])=[CH:25][CH:24]=[CH:23][C:21]=1[NH2:22].C(O)(=O)C.[OH-].[Na+], predict the reaction product. The product is: [CH3:13][O:12][C:9]1[CH:10]=[C:11]2[C:6](=[CH:7][C:8]=1[O:14][CH3:15])[N:5]=[CH:4][C:3]([C:16]([NH2:18])=[O:17])=[C:2]2[NH:22][C:21]1[CH:23]=[CH:24][CH:25]=[C:26]([CH3:27])[C:20]=1[CH3:19]. (8) Given the reactants OC(C(F)(F)F)=O.[CH3:8][O:9][C:10](=[O:32])[C@H:11]([CH2:13][C:14]1[CH:19]=[CH:18][C:17]([NH:20][C:21]([C:23]2[CH:28]=[C:27]([C:29]#[N:30])[CH:26]=[CH:25][C:24]=2[Cl:31])=[O:22])=[CH:16][CH:15]=1)[NH2:12].CN(C(ON1N=NC2C=CC=CC1=2)=[N+](C)C)C.F[P-](F)(F)(F)(F)F.[CH3:57][O:58][CH2:59][CH2:60][C:61]1([C:66](O)=[O:67])[CH2:65][CH2:64][CH2:63][CH2:62]1.C(N(C(C)C)CC)(C)C, predict the reaction product. The product is: [CH3:8][O:9][C:10](=[O:32])[C@H:11]([CH2:13][C:14]1[CH:15]=[CH:16][C:17]([NH:20][C:21]([C:23]2[CH:28]=[C:27]([C:29]#[N:30])[CH:26]=[CH:25][C:24]=2[Cl:31])=[O:22])=[CH:18][CH:19]=1)[NH:12][C:66]([C:61]1([CH2:60][CH2:59][O:58][CH3:57])[CH2:65][CH2:64][CH2:63][CH2:62]1)=[O:67]. (9) Given the reactants [CH:1]([C:4]1[CH:11]=[C:10]([N+:12]([O-:14])=[O:13])[CH:9]=[CH:8]C=1C#N)([CH3:3])[CH3:2].S(=O)(=O)(O)[OH:16].[O:20]1[CH2:25][CH2:24]OCC1, predict the reaction product. The product is: [CH:1]([C:4]1[CH:11]=[C:10]([N+:12]([O-:14])=[O:13])[CH:9]=[CH:8][C:24]=1[C:25]([OH:20])=[O:16])([CH3:3])[CH3:2]. (10) Given the reactants [C:1]([O:5][C:6]([NH:8][CH2:9][CH2:10][N:11]1[CH2:16][CH2:15][N:14]([C:17]2[CH:22]=[CH:21][C:20]([N+:23]([O-])=O)=[CH:19][CH:18]=2)[CH2:13][CH2:12]1)=[O:7])([CH3:4])([CH3:3])[CH3:2], predict the reaction product. The product is: [NH2:23][C:20]1[CH:19]=[CH:18][C:17]([N:14]2[CH2:15][CH2:16][N:11]([CH2:10][CH2:9][NH:8][C:6]([O:5][C:1]([CH3:4])([CH3:3])[CH3:2])=[O:7])[CH2:12][CH2:13]2)=[CH:22][CH:21]=1.